Dataset: Forward reaction prediction with 1.9M reactions from USPTO patents (1976-2016). Task: Predict the product of the given reaction. (1) Given the reactants Br[C:2]1[CH:6]=[CH:5][S:4][CH:3]=1.[F:7][C:8]([F:19])([F:18])[C:9]1[CH:14]=[CH:13][C:12](B(O)O)=[CH:11][CH:10]=1.C([O-])([O-])=O.[K+].[K+].O1CCCC1, predict the reaction product. The product is: [F:7][C:8]([F:19])([F:18])[C:9]1[CH:14]=[CH:13][C:12]([C:2]2[CH:6]=[CH:5][S:4][CH:3]=2)=[CH:11][CH:10]=1. (2) Given the reactants [C:1]1([NH2:8])[C:2]([NH2:7])=[CH:3][CH:4]=[CH:5][CH:6]=1.[CH2:9](O)C, predict the reaction product. The product is: [N:7]1[C:2]2[CH:3]=[CH:4][CH:5]=[CH:6][C:1]=2[NH:8][CH:9]=1. (3) The product is: [CH2:35]([NH:37][C:19](=[O:21])[CH2:18][NH:17][CH2:16][CH2:15][CH2:14][N:13]1[C:12]([C:22]2[CH:23]=[CH:24][C:25]([N:28]3[CH2:33][CH2:32][O:31][CH2:30][CH2:29]3)=[CH:26][CH:27]=2)=[CH:11][S:10][C:9]1=[N:8][C:5]1[CH:4]=[CH:3][C:2]([F:1])=[CH:7][CH:6]=1)[CH3:36]. Given the reactants [F:1][C:2]1[CH:7]=[CH:6][C:5]([N:8]=[C:9]2[N:13]([CH2:14][CH2:15][CH2:16][NH:17][CH2:18][C:19]([OH:21])=O)[C:12]([C:22]3[CH:27]=[CH:26][C:25]([N:28]4[CH2:33][CH2:32][O:31][CH2:30][CH2:29]4)=[CH:24][CH:23]=3)=[CH:11][S:10]2)=[CH:4][CH:3]=1.Cl.[CH2:35]([NH2:37])[CH3:36].C(N(C(C)C)CC)(C)C.N=C=N, predict the reaction product. (4) Given the reactants [Cl:1][C:2]1[CH:7]=[CH:6][CH:5]=[C:4]([Cl:8])[C:3]=1[C:9]1[CH:14]=[C:13]([F:15])[CH:12]=[C:11]([CH2:16][C@H:17]2[CH2:19][O:18]2)[C:10]=1[O:20][CH3:21].[C-:22]#[N:23].[Na+], predict the reaction product. The product is: [Cl:8][C:4]1[CH:5]=[CH:6][CH:7]=[C:2]([Cl:1])[C:3]=1[C:9]1[CH:14]=[C:13]([F:15])[CH:12]=[C:11]([CH2:16][C@H:17]([OH:18])[CH2:19][C:22]#[N:23])[C:10]=1[O:20][CH3:21].